From a dataset of Aqueous solubility values for 9,982 compounds from the AqSolDB database. Regression/Classification. Given a drug SMILES string, predict its absorption, distribution, metabolism, or excretion properties. Task type varies by dataset: regression for continuous measurements (e.g., permeability, clearance, half-life) or binary classification for categorical outcomes (e.g., BBB penetration, CYP inhibition). For this dataset (solubility_aqsoldb), we predict Y. (1) The molecule is C#CC#C. The Y is -0.724 log mol/L. (2) The molecule is Cc1cc(O)c(C(C)C)cc1Cl. The Y is -2.27 log mol/L. (3) The molecule is CCCCC(=O)CC(C)=O. The Y is -1.56 log mol/L. (4) The molecule is S.[Ni]. The Y is -3.02 log mol/L. (5) The Y is -3.22 log mol/L. The molecule is CCOC(=O)c1ccc(O)c(Cl)c1. (6) The compound is c1ccc(OCC2CO2)cc1. The Y is -1.80 log mol/L. (7) The Y is -7.89 log mol/L. The molecule is CNS(=O)(=O)c1cc(OC)c(N/N=C2\C(=O)C(C(=O)Nc3ccc4[nH]c(=O)[nH]c4c3)=Cc3ccccc32)cc1OC. (8) The molecule is CCN(CC)C(=O)SCc1ccc(Cl)cc1. The Y is -3.96 log mol/L. (9) The compound is O=C1C=C(S(=O)(=O)O)c2cc([N+](=O)[O-])ccc2/C1=N\Nc1c(O)ccc2ccccc12.O=C1C=C(S(=O)(=O)[O-])c2cc([N+](=O)[O-])ccc2/C1=N\Nc1c(O)ccc2ccccc12.O=C1C=C(S(=O)(=O)[O-])c2cc([N+](=O)[O-])ccc2/C1=N\Nc1c(O)ccc2ccccc12.[Cr].[Cr].[Na+].[Na+]. The Y is -5.17 log mol/L. (10) The compound is CC(=O)NC(=O)COC(=O)c1ccccc1. The Y is -2.40 log mol/L.